The task is: Predict the reaction yield, written as a fraction of the theoretical maximum amount of product (1.0 means a 100% yield; for example, 0.34 means a 34% yield).. This data is from Reaction yield outcomes from USPTO patents with 853,638 reactions. (1) The product is [CH2:1]([C:3]1[CH:4]=[C:5]2[C:9](=[CH:10][CH:11]=1)[NH:8][CH2:7][CH2:6]2)[CH3:2]. The yield is 0.320. The catalyst is Br. The reactants are [CH2:1]([C:3]1[CH:4]=[C:5]2[C:9](=[CH:10][CH:11]=1)[N:8](S(C1C=CC=CC=1)(=O)=O)[CH2:7][CH2:6]2)[CH3:2].[OH-].[Na+]. (2) The reactants are [F:1][C:2]1[CH:3]=[C:4]([CH:6]=[CH:7][C:8]=1[N+:9]([O-:11])=[O:10])[NH2:5].[Br:12]N1C(=O)CCC1=O. The catalyst is C(OCC)(=O)C. The product is [Br:12][C:6]1[CH:7]=[C:8]([N+:9]([O-:11])=[O:10])[C:2]([F:1])=[CH:3][C:4]=1[NH2:5]. The yield is 0.500. (3) The reactants are [O:1]=[C:2]1[C:11]2[C:6](=[CH:7][CH:8]=[CH:9][CH:10]=2)[N:5]=[C:4]([CH2:12][CH2:13][CH2:14][C:15]([OH:17])=O)[NH:3]1.[F:18][C:19]1([F:35])[C:27]2[C:22](=[CH:23][CH:24]=[CH:25][CH:26]=2)[N:21]([CH:28]2[CH2:33][CH2:32][NH:31][CH2:30][CH2:29]2)[C:20]1=[O:34]. No catalyst specified. The product is [F:35][C:19]1([F:18])[C:27]2[C:22](=[CH:23][CH:24]=[CH:25][CH:26]=2)[N:21]([CH:28]2[CH2:29][CH2:30][N:31]([C:15](=[O:17])[CH2:14][CH2:13][CH2:12][C:4]3[NH:3][C:2](=[O:1])[C:11]4[C:6](=[CH:7][CH:8]=[CH:9][CH:10]=4)[N:5]=3)[CH2:32][CH2:33]2)[C:20]1=[O:34]. The yield is 0.230. (4) The reactants are C([NH:5][S:6]([C:9]1[CH:14]=[CH:13][CH:12]=[C:11]([C:15]2[CH:20]=[C:19]([C:21]3[N:26]=[C:25]([C:27]4[CH:32]=[CH:31][C:30]([F:33])=[CH:29][CH:28]=4)[CH:24]=[C:23]([C:34]([F:37])([F:36])[F:35])[N:22]=3)[CH:18]=[CH:17][N:16]=2)[CH:10]=1)(=[O:8])=[O:7])(C)(C)C.C(O)(C(F)(F)F)=O. The catalyst is ClCCl. The product is [F:33][C:30]1[CH:29]=[CH:28][C:27]([C:25]2[CH:24]=[C:23]([C:34]([F:36])([F:37])[F:35])[N:22]=[C:21]([C:19]3[CH:18]=[CH:17][N:16]=[C:15]([C:11]4[CH:10]=[C:9]([S:6]([NH2:5])(=[O:8])=[O:7])[CH:14]=[CH:13][CH:12]=4)[CH:20]=3)[N:26]=2)=[CH:32][CH:31]=1. The yield is 0.780. (5) The reactants are C(OC([N:8]1[CH2:11][CH:10]([C:12]([N:14]2[CH2:18][C@H:17]([C:19]3[CH:24]=[CH:23][C:22]([Cl:25])=[C:21]([Cl:26])[CH:20]=3)[C@@H:16]([C@@H:27]([O:29][C:30]3[CH:35]=[CH:34][C:33]([C:36]#[N:37])=[CH:32][N:31]=3)[CH3:28])[CH2:15]2)=[O:13])[CH2:9]1)=O)(C)(C)C.C(O)(C(F)(F)F)=O. The catalyst is C(Cl)Cl. The product is [NH:8]1[CH2:9][CH:10]([C:12]([N:14]2[CH2:18][CH:17]([C:19]3[CH:24]=[CH:23][C:22]([Cl:25])=[C:21]([Cl:26])[CH:20]=3)[CH:16]([CH:27]([O:29][C:30]3[CH:35]=[CH:34][C:33]([C:36]#[N:37])=[CH:32][N:31]=3)[CH3:28])[CH2:15]2)=[O:13])[CH2:11]1. The yield is 0.920. (6) The reactants are C([O-])([O-])=O.[Na+].[Na+].[S:7]1[C:11]2[CH:12]=[CH:13][CH:14]=[CH:15][C:10]=2[N:9]=[C:8]1[NH:16][C:17]1[CH:38]=[CH:37][C:20]([O:21][C:22]2[C:27]([C@H:28]3[CH2:33][CH2:32][CH2:31][N:30]([C:34](=[O:36])[CH3:35])[CH2:29]3)=[CH:26][CH:25]=[CH:24][N:23]=2)=[CH:19][CH:18]=1. The catalyst is C(Cl)Cl. The product is [S:7]1[C:11]2[CH:12]=[CH:13][CH:14]=[CH:15][C:10]=2[N:9]=[C:8]1[NH:16][C:17]1[CH:38]=[CH:37][C:20]([O:21][C:22]2[C:27]([C@@H:28]3[CH2:33][CH2:32][CH2:31][N:30]([C:34](=[O:36])[CH3:35])[CH2:29]3)=[CH:26][CH:25]=[CH:24][N:23]=2)=[CH:19][CH:18]=1. The yield is 0.270.